This data is from Full USPTO retrosynthesis dataset with 1.9M reactions from patents (1976-2016). The task is: Predict the reactants needed to synthesize the given product. (1) Given the product [F:68][C:59]1[CH:60]=[CH:61][C:62]([C:64]([F:65])([F:67])[F:66])=[CH:63][C:58]=1[O:57][CH:54]1[CH2:55][CH2:56][N:51]([C:49](=[O:50])[CH2:48][NH:47][C:21]([C:18]2[CH:17]=[C:16]([C:10]3[CH:11]=[CH:12][CH:13]=[CH:14][CH:15]=3)[NH:20][N:19]=2)=[O:23])[CH2:52][CH2:53]1, predict the reactants needed to synthesize it. The reactants are: CCN(C(C)C)C(C)C.[C:10]1([C:16]2[NH:20][N:19]=[C:18]([C:21]([OH:23])=O)[CH:17]=2)[CH:15]=[CH:14][CH:13]=[CH:12][CH:11]=1.C1C=CC2N(O)N=NC=2C=1.CCN=C=NCCCN(C)C.Cl.Cl.[NH2:47][CH2:48][C:49]([N:51]1[CH2:56][CH2:55][CH:54]([O:57][C:58]2[CH:63]=[C:62]([C:64]([F:67])([F:66])[F:65])[CH:61]=[CH:60][C:59]=2[F:68])[CH2:53][CH2:52]1)=[O:50]. (2) Given the product [Cl:16][C:17]1[CH:18]=[CH:19][C:20]([C:23]2[CH:28]=[CH:27][C:26]([C:29]([NH:12][C:9]3[CH:10]=[CH:11][C:6]4[N:7]([CH:15]=[C:4]([CH:1]5[CH2:3][CH2:2]5)[N:5]=4)[CH:8]=3)=[O:30])=[CH:25][CH:24]=2)=[N:21][CH:22]=1, predict the reactants needed to synthesize it. The reactants are: [CH:1]1([C:4]2[N:5]=[C:6]3[CH:11]=[CH:10][C:9]([N+:12]([O-])=O)=[CH:8][N:7]3[CH:15]=2)[CH2:3][CH2:2]1.[Cl:16][C:17]1[CH:18]=[CH:19][C:20]([C:23]2[CH:28]=[CH:27][C:26]([C:29](O)=[O:30])=[CH:25][CH:24]=2)=[N:21][CH:22]=1. (3) Given the product [Cl:11][C:7]1[CH:8]=[CH:9][CH:10]=[C:2]([Cl:1])[C:3]=1[C:4]([NH:18][CH2:17][CH:16]([C:19]1[CH:24]=[N:23][C:22]([CH3:25])=[N:21][CH:20]=1)[CH2:15][CH:12]1[CH2:14][CH2:13]1)=[O:6], predict the reactants needed to synthesize it. The reactants are: [Cl:1][C:2]1[CH:10]=[CH:9][CH:8]=[C:7]([Cl:11])[C:3]=1[C:4]([OH:6])=O.[CH:12]1([CH2:15][CH:16]([C:19]2[CH:20]=[N:21][C:22]([CH3:25])=[N:23][CH:24]=2)[CH2:17][NH2:18])[CH2:14][CH2:13]1. (4) Given the product [OH:8][CH2:9][CH2:10][C:11]1([NH:14][C:15](=[O:21])[O:16][C:17]([CH3:19])([CH3:18])[CH3:20])[CH2:12][CH2:13]1, predict the reactants needed to synthesize it. The reactants are: [Si]([O:8][CH2:9][CH2:10][C:11]1([NH:14][C:15](=[O:21])[O:16][C:17]([CH3:20])([CH3:19])[CH3:18])[CH2:13][CH2:12]1)(C(C)(C)C)(C)C.